From a dataset of Full USPTO retrosynthesis dataset with 1.9M reactions from patents (1976-2016). Predict the reactants needed to synthesize the given product. Given the product [F:36][C:30]1[CH:31]=[CH:32][C:33]([F:35])=[CH:34][C:29]=1[S:26]([NH:25][C:21]1[CH:22]=[CH:23][CH:24]=[C:19]([C:9]2[N:10]=[C:11]([N:13]3[CH2:18][CH2:17][O:16][CH2:15][CH2:14]3)[S:12][C:8]=2[C:6]2[CH:5]=[CH:4][N:3]=[C:2]([CH2:42][CH2:41][C:39]([OH:43])([CH3:40])[CH3:38])[N:7]=2)[C:20]=1[F:37])(=[O:28])=[O:27], predict the reactants needed to synthesize it. The reactants are: Cl[C:2]1[N:7]=[C:6]([C:8]2[S:12][C:11]([N:13]3[CH2:18][CH2:17][O:16][CH2:15][CH2:14]3)=[N:10][C:9]=2[C:19]2[C:20]([F:37])=[C:21]([NH:25][S:26]([C:29]3[CH:34]=[C:33]([F:35])[CH:32]=[CH:31][C:30]=3[F:36])(=[O:28])=[O:27])[CH:22]=[CH:23][CH:24]=2)[CH:5]=[CH:4][N:3]=1.[CH3:38][C:39]([OH:43])([CH:41]=[CH2:42])[CH3:40].